Predict the reaction yield, written as a fraction of the theoretical maximum amount of product (1.0 means a 100% yield; for example, 0.34 means a 34% yield). From a dataset of Reaction yield outcomes from USPTO patents with 853,638 reactions. (1) The reactants are [F:1][C:2]1[CH:3]=[C:4]([C:29]2[C:30]([C:35]#[N:36])=[CH:31][CH:32]=[CH:33][CH:34]=2)[CH:5]=[CH:6][C:7]=1[CH2:8][C:9]1[C:10](=[O:28])[N:11]([C@H:21]2[CH2:26][CH2:25][C@H:24]([OH:27])[CH2:23][CH2:22]2)[C:12]2[N:13]([N:18]=[CH:19][N:20]=2)[C:14]=1[CH2:15][CH2:16][CH3:17].[N+](=[C:39]([CH2:45][CH:46]=[CH2:47])[C:40]([O:42][CH2:43][CH3:44])=[O:41])=[N-]. The catalyst is C1(C)C=CC=CC=1.C([O-])(=O)C.[Rh+2].C([O-])(=O)C. The product is [C:35]([C:30]1[CH:31]=[CH:32][CH:33]=[CH:34][C:29]=1[C:4]1[CH:5]=[CH:6][C:7]([CH2:8][C:9]2[C:10](=[O:28])[N:11]([C@H:21]3[CH2:26][CH2:25][C@H:24]([O:27][CH:39]([CH2:45][CH:46]=[CH2:47])[C:40]([O:42][CH2:43][CH3:44])=[O:41])[CH2:23][CH2:22]3)[C:12]3[N:13]([N:18]=[CH:19][N:20]=3)[C:14]=2[CH2:15][CH2:16][CH3:17])=[C:2]([F:1])[CH:3]=1)#[N:36]. The yield is 0.320. (2) The reactants are [O-]P([O-])([O-])=O.[K+].[K+].[K+].[CH2:9]([NH:13][C:14]([NH2:16])=[O:15])[CH2:10][CH2:11][CH3:12].I[C:18]1[CH:19]=[C:20]([O:24][CH3:25])[CH:21]=[CH:22][CH:23]=1.CNCCNC. The catalyst is [Cu]I.C1(C)C=CC=CC=1. The product is [CH2:9]([NH:13][C:14]([NH:16][C:18]1[CH:23]=[CH:22][CH:21]=[C:20]([O:24][CH3:25])[CH:19]=1)=[O:15])[CH2:10][CH2:11][CH3:12]. The yield is 0.850. (3) The product is [S:12]1[CH:13]=[CH:14][N:15]=[C:11]1[NH:10][C:7]1[CH:6]=[CH:5][C:4]([NH2:1])=[CH:9][CH:8]=1. The yield is 0.920. The catalyst is CO.[Pd]. The reactants are [N+:1]([C:4]1[CH:9]=[CH:8][C:7]([NH:10][C:11]2[S:12][CH:13]=[CH:14][N:15]=2)=[CH:6][CH:5]=1)([O-])=O. (4) The reactants are [ClH:1].O1CCOCC1.OC(C(F)(F)F)=O.[F:15][C:16]1[CH:44]=[CH:43][CH:42]=[CH:41][C:17]=1[C:18]([N:20]1[CH2:25][CH2:24][N:23](C(OC(C)(C)C)=O)[CH2:22][CH:21]1[CH2:33][O:34][C:35]1[CH:36]=[N:37][CH:38]=[CH:39][CH:40]=1)=[O:19]. The catalyst is CO. The product is [ClH:1].[ClH:1].[F:15][C:16]1[CH:44]=[CH:43][CH:42]=[CH:41][C:17]=1[C:18]([N:20]1[CH2:25][CH2:24][NH:23][CH2:22][CH:21]1[CH2:33][O:34][C:35]1[CH:36]=[N:37][CH:38]=[CH:39][CH:40]=1)=[O:19]. The yield is 0.860. (5) The reactants are O=[C:2]1[CH2:5][N:4]([C:6]([O:8][C:9]([CH3:12])([CH3:11])[CH3:10])=[O:7])[CH2:3]1.Cl.[CH3:14][NH:15][CH:16]1[CH2:18][CH2:17]1.C(O[BH-](OC(=O)C)OC(=O)C)(=O)C.[Na+]. The catalyst is C(Cl)Cl.C(OCC)(=O)C. The product is [CH:16]1([N:15]([CH3:14])[CH:2]2[CH2:5][N:4]([C:6]([O:8][C:9]([CH3:12])([CH3:11])[CH3:10])=[O:7])[CH2:3]2)[CH2:18][CH2:17]1. The yield is 0.553. (6) The reactants are [CH3:1][O:2][C:3](=[O:24])[CH2:4][C:5]1[C:14]([CH3:15])=[C:13]([C:16]2[CH:21]=[CH:20][C:19]([NH2:22])=[CH:18][CH:17]=2)[C:12]2[C:7](=[CH:8][CH:9]=[C:10]([Cl:23])[CH:11]=2)[CH:6]=1.[F:25][C:26]([F:38])([F:37])[C:27]1[CH:32]=[CH:31][CH:30]=[CH:29][C:28]=1[S:33](Cl)(=[O:35])=[O:34].C(N(C(C)C)CC)(C)C. The catalyst is C1COCC1. The product is [CH3:1][O:2][C:3](=[O:24])[CH2:4][C:5]1[C:14]([CH3:15])=[C:13]([C:16]2[CH:21]=[CH:20][C:19]([NH:22][S:33]([C:28]3[CH:29]=[CH:30][CH:31]=[CH:32][C:27]=3[C:26]([F:25])([F:37])[F:38])(=[O:35])=[O:34])=[CH:18][CH:17]=2)[C:12]2[C:7](=[CH:8][CH:9]=[C:10]([Cl:23])[CH:11]=2)[CH:6]=1. The yield is 0.820.